Dataset: Experimentally validated miRNA-target interactions with 360,000+ pairs, plus equal number of negative samples. Task: Binary Classification. Given a miRNA mature sequence and a target amino acid sequence, predict their likelihood of interaction. (1) The miRNA is mmu-miR-1964-3p with sequence CCGACUUCUGGGCUCCGGCUUU. The protein sequence of the target gene is MASVIPASNRSMRSDRNTYVGKRFVHVKNPYLDLMDEDILYHLDLGTKTHNLPAMFGDVKFVCVGGSPNRMKAFALFMHKELGFEEAEEDIKDICAGTDRYCMYKTGPVLAISHGMGIPSISIMLHELIKLLHHARCCDVTIIRIGTSGGIGIAPGTVVITDIAVDSFFKPRFEQVILDNIVTRSTELDKELSEELFNCSKEIPNFPTLVGHTMCTYDFYEGQGRLDGALCSFSREKKLDYLKRAFKAGVRNIEMESTVFAAMCGLCGLKAAVVCVTLLDRLDCDQINLPHDVLVEYQQR.... Result: 0 (no interaction). (2) The miRNA is hsa-miR-548d-5p with sequence AAAAGUAAUUGUGGUUUUUGCC. The protein sequence of the target gene is MELSSKKKLHALSLAEKIQVLELLDESKMSQSEVARRFQVSQPQISRICKNKEKLLADWCSGTANRERKRKRESKYSGIDEALLCWYHIARAKAWDVTGPMLLHKAKELADIMGQDFVPSIGWLVRWKRRNNVGFGARHVLAPSFPPEPPPPGLTSQAQLPLSLKDFSPEDVFGCAELPLLYRAVPGSFGACDQVQVLLCANSRGTEKRRVLLGGLQAAPRCFFGIRSEALPASYHPDLGIPWLEWLAQFDRDMGQQGRQVALLLAARVVEELAGLPGLYHVKLLPLAASSTTPPLPSSV.... Result: 0 (no interaction). (3) The miRNA is hsa-miR-130a-3p with sequence CAGUGCAAUGUUAAAAGGGCAU. The protein sequence of the target gene is MADSGDAGSSGPWWKSLTNSRKKSKEAAVGVPPPAQPAPGEPTPPAPPSPDWTSSSRENQHPNLLGGAGEPPKPDKLYGDKSGSSRRNLKISRSGRFKEKRKVRATLLPEAGRSPEEAGFPGDPHEDKQ. Result: 0 (no interaction). (4) The miRNA is hsa-miR-1304-5p with sequence UUUGAGGCUACAGUGAGAUGUG. The protein sequence of the target gene is MSSGAASGTGRGRPRGGGPGPGDPPPSETHKLVVVGGGGVGKSALTIQFIQSYFVSDYDPTIEDSYTKICSVDGIPARLDILDTAGQEEFGAMREQYMRAGHGFLLVFAINDRQSFNEVGKLFTQILRVKDRDDFPVVLVGNKADLESQRQVPRSEASAFGASHHVAYFEASAKLRLNVDEAFEQLVRAVRKYQEQELPPSPPSAPRKKGGGCPCVLL. Result: 1 (interaction). (5) The miRNA is hsa-miR-6129 with sequence UGAGGGAGUUGGGUGUAUA. The protein sequence of the target gene is MSLQFSNGSRHVCLRSGAGSVRPLNGGAGFAGSSACGGSVAGSEFSCALGGGLGSVPGGSHAGGALGNAACIGFAGSEGGLLSGNEKVTMQNLNDRLASYLDNVRALEEANAELERKIKGWYEKYGPGSCRGLDHDYSRYHLTIEDLKNKIISSTTTNANVILQIDNARLAADDFRLKYENELTLHQNVEADINGLRRVLDELTLCRTDQELQYESLSEEMTYLKKNHEEEMKALQCAAGGNVNVEMNAAPGVDLAVLLNNMRAEYEALAEQNRKDAEAWFNEKSASLQQQISHDSGAAT.... Result: 0 (no interaction). (6) Result: 0 (no interaction). The miRNA is hsa-miR-4691-5p with sequence GUCCUCCAGGCCAUGAGCUGCGG. The protein sequence of the target gene is MRTSLQAVALWGQKAPPHSITAIMITDDQRTIVTGSQEGQLCLWNLSHELKISAKELLFGHSASVTCLARARDFSKQPYIVSAAENGEMCVWNVTNGQCMEKATLPYRHTAICYYHCSFRMTGEGWLLCCGEYQDVLIIDAKTLAVVHSFRSSQFPDWINCMCIVHSMRIQEDSLLVVSVAGELKVWDLSSSINSIQEKQDVYEKESKFLESLNCQTIRFCTYTERLLLVVFSKCWKVYDYCDFSLLLTEVSRNGQFFAGGEVIAAHRILIWTEDGHSYIYQLLNSGLSKSIYPADGRVL....